The task is: Predict the reactants needed to synthesize the given product.. This data is from Full USPTO retrosynthesis dataset with 1.9M reactions from patents (1976-2016). (1) Given the product [N:1]1([CH2:25][N:17]([CH2:10][C:11]2[CH:16]=[CH:15][CH:14]=[CH:13][CH:12]=2)[CH2:18][CH2:19][C:20]([O:22][CH2:23][CH3:24])=[O:21])[C:5]2[CH:6]=[CH:7][CH:8]=[CH:9][C:4]=2[N:3]=[N:2]1, predict the reactants needed to synthesize it. The reactants are: [NH:1]1[C:5]2[CH:6]=[CH:7][CH:8]=[CH:9][C:4]=2[N:3]=[N:2]1.[CH2:10]([NH:17][CH2:18][CH2:19][C:20]([O:22][CH2:23][CH3:24])=[O:21])[C:11]1[CH:16]=[CH:15][CH:14]=[CH:13][CH:12]=1.[CH2:25]=O. (2) Given the product [CH2:24]([N:11]1[C:12]2[C:7](=[C:6]([OH:38])[C:5]([C:3]([NH:39][CH2:40][CH2:41][C:42]([OH:44])=[O:43])=[O:2])=[N:14][C:13]=2[C:15]2[CH:16]=[N:17][C:18]([O:21][CH2:22][CH3:23])=[N:19][CH:20]=2)[CH:8]=[C:9]([C:32]2[CH:37]=[CH:36][CH:35]=[CH:34][CH:33]=2)[C:10]1=[O:31])[C:25]1[CH:30]=[CH:29][CH:28]=[CH:27][CH:26]=1, predict the reactants needed to synthesize it. The reactants are: C[O:2][C:3]([C:5]1[C:6]([OH:38])=[C:7]2[C:12](=[C:13]([C:15]3[CH:16]=[N:17][C:18]([O:21][CH2:22][CH3:23])=[N:19][CH:20]=3)[N:14]=1)[N:11]([CH2:24][C:25]1[CH:30]=[CH:29][CH:28]=[CH:27][CH:26]=1)[C:10](=[O:31])[C:9]([C:32]1[CH:37]=[CH:36][CH:35]=[CH:34][CH:33]=1)=[CH:8]2)=O.[NH2:39][CH2:40][CH2:41][C:42]([OH:44])=[O:43].C[O-].[Na+]. (3) Given the product [C:1]1([C:17]2[CH:18]=[CH:19][CH:20]=[CH:21][CH:22]=2)[CH:2]=[CH:3][C:4]([CH2:7][C:32]2[C:39]([C:40]#[N:41])=[C:38]([O:42][CH:43]([CH3:44])[CH3:45])[C:37]([O:46][CH:47]([CH3:49])[CH3:48])=[CH:36][C:33]=2[C:34]#[N:35])=[CH:5][CH:6]=1, predict the reactants needed to synthesize it. The reactants are: [C:1]1([C:17]2[CH:22]=[CH:21][CH:20]=[CH:19][CH:18]=2)[CH:6]=[CH:5][C:4]([CH2:7]B2OC(C)(C)C(C)(C)O2)=[CH:3][CH:2]=1.C(Cl)Cl.C(=O)([O-])O.[Na+].Br[C:32]1[C:39]([C:40]#[N:41])=[C:38]([O:42][CH:43]([CH3:45])[CH3:44])[C:37]([O:46][CH:47]([CH3:49])[CH3:48])=[CH:36][C:33]=1[C:34]#[N:35]. (4) Given the product [CH2:12]([N:11]([CH2:14][C:15]1[CH:20]=[CH:19][CH:18]=[C:17]([C:21]2[CH:26]=[CH:25][N:24]=[C:23]([NH:39][CH2:38][CH2:37][C:34]3[CH:35]=[CH:36][C:31]([O:30][CH3:29])=[C:32]([CH3:40])[CH:33]=3)[N:22]=2)[CH:16]=1)[CH2:10][CH2:9][CH2:8][NH2:7])[CH3:13], predict the reactants needed to synthesize it. The reactants are: C(OC(=O)[NH:7][CH2:8][CH2:9][CH2:10][N:11]([CH2:14][C:15]1[CH:20]=[CH:19][CH:18]=[C:17]([C:21]2[CH:26]=[CH:25][N:24]=[C:23](Cl)[N:22]=2)[CH:16]=1)[CH2:12][CH3:13])(C)(C)C.[CH3:29][O:30][C:31]1[CH:36]=[CH:35][C:34]([CH2:37][CH2:38][NH2:39])=[CH:33][C:32]=1[CH3:40]. (5) Given the product [N:1]1[CH:6]=[CH:5][N:4]=[CH:3][C:2]=1[CH2:7][CH2:8][CH2:9][N:10]1[C:14](=[O:15])[C:13]2=[CH:16][CH:17]=[CH:18][CH:19]=[C:12]2[C:11]1=[O:20], predict the reactants needed to synthesize it. The reactants are: [N:1]1[CH:6]=[CH:5][N:4]=[CH:3][C:2]=1[C:7]#[C:8][CH2:9][N:10]1[C:14](=[O:15])[C:13]2=[CH:16][CH:17]=[CH:18][CH:19]=[C:12]2[C:11]1=[O:20].[H][H]. (6) Given the product [CH:14]1([CH2:13][O:3][C:4]2[CH:11]=[CH:10][C:7]([CH:8]=[O:9])=[CH:6][CH:5]=2)[CH2:17][CH2:16][CH2:15]1, predict the reactants needed to synthesize it. The reactants are: [H-].[Na+].[OH:3][C:4]1[CH:11]=[CH:10][C:7]([CH:8]=[O:9])=[CH:6][CH:5]=1.Br[CH2:13][CH:14]1[CH2:17][CH2:16][CH2:15]1.Cl. (7) Given the product [ClH:1].[F:21][C:18]1[CH:17]=[C:5]([CH:4]=[C:3]([F:2])[C:19]=1[F:20])[CH2:6][CH:7]1[CH2:8][CH:9]([C:10]([O:12][CH3:13])=[O:11])[CH2:14][CH2:15][NH:16]1, predict the reactants needed to synthesize it. The reactants are: [ClH:1].[F:2][C:3]1[CH:4]=[C:5]([CH:17]=[C:18]([F:21])[C:19]=1[F:20])[CH2:6][C:7]1[CH:8]=[C:9]([CH:14]=[CH:15][N:16]=1)[C:10]([O:12][CH3:13])=[O:11].